This data is from Full USPTO retrosynthesis dataset with 1.9M reactions from patents (1976-2016). The task is: Predict the reactants needed to synthesize the given product. (1) The reactants are: [C:1]1([CH2:7][CH2:8][CH2:9][CH2:10][CH2:11][C:12]([OH:14])=O)[CH:6]=[CH:5][CH:4]=[CH:3][CH:2]=1.C1N=CN(C(N2C=NC=C2)=O)C=1.[N+:27]([CH2:30][CH3:31])([O-:29])=[O:28].C1CCN2C(=NCCC2)CC1. Given the product [N+:27]([CH:30]([C:12](=[O:14])[CH2:11][CH2:10][CH2:9][CH2:8][CH2:7][C:1]1[CH:2]=[CH:3][CH:4]=[CH:5][CH:6]=1)[CH3:31])([O-:29])=[O:28], predict the reactants needed to synthesize it. (2) Given the product [Br:30][C:31]1[CH:32]=[CH:33][C:34]([C:37]([NH:29][CH:17]2[CH2:18][CH:19]([C:21]3[CH:22]=[CH:23][C:24]([CH2:27][CH3:28])=[CH:25][CH:26]=3)[CH2:20][N:15]([C:13]([CH:8]3[CH2:9][CH2:10][CH2:11][CH2:12]3)=[O:14])[CH2:16]2)=[O:38])=[N:35][CH:36]=1, predict the reactants needed to synthesize it. The reactants are: FC(F)(F)C(O)=O.[CH:8]1([C:13]([N:15]2[CH2:20][CH:19]([C:21]3[CH:26]=[CH:25][C:24]([CH2:27][CH3:28])=[CH:23][CH:22]=3)[CH2:18][CH:17]([NH2:29])[CH2:16]2)=[O:14])[CH2:12][CH2:11][CH2:10][CH2:9]1.[Br:30][C:31]1[CH:32]=[CH:33][C:34]([C:37](O)=[O:38])=[N:35][CH:36]=1. (3) Given the product [C:39]([N:28]1[CH2:27][CH2:26][CH:25]([C:23]([N:20]2[CH2:21][CH2:22][C@H:17]([O:16][C@@H:14]([C:6]3[CH:5]=[C:4]([C:3]([F:2])([F:37])[F:38])[CH:9]=[C:8]([C:10]([F:11])([F:12])[F:13])[CH:7]=3)[CH3:15])[C@H:18]([C:31]3[CH:36]=[CH:35][CH:34]=[CH:33][CH:32]=3)[CH2:19]2)=[O:24])[CH2:30][CH2:29]1)(=[O:41])[CH3:40], predict the reactants needed to synthesize it. The reactants are: Cl.[F:2][C:3]([F:38])([F:37])[C:4]1[CH:5]=[C:6]([C@H:14]([O:16][C@H:17]2[CH2:22][CH2:21][N:20]([C:23]([CH:25]3[CH2:30][CH2:29][NH:28][CH2:27][CH2:26]3)=[O:24])[CH2:19][C@H:18]2[C:31]2[CH:36]=[CH:35][CH:34]=[CH:33][CH:32]=2)[CH3:15])[CH:7]=[C:8]([C:10]([F:13])([F:12])[F:11])[CH:9]=1.[C:39](O)(=[O:41])[CH3:40]. (4) Given the product [CH3:22][O:21][C:17]1[CH:16]=[CH:15][C:14]([N:23]2[CH2:28][CH2:27][N:26]([CH3:29])[CH2:25][CH2:24]2)=[C:13]2[C:18]=1[CH2:19][CH2:20][N:11]([C:9](=[O:10])[CH2:8][C:5]1[CH:6]=[CH:7][C:2]([N:30]3[CH2:35][CH2:34][CH2:33][CH2:32][CH2:31]3)=[CH:3][CH:4]=1)[CH2:12]2, predict the reactants needed to synthesize it. The reactants are: Br[C:2]1[CH:7]=[CH:6][C:5]([CH2:8][C:9]([N:11]2[CH2:20][CH2:19][C:18]3[C:13](=[C:14]([N:23]4[CH2:28][CH2:27][N:26]([CH3:29])[CH2:25][CH2:24]4)[CH:15]=[CH:16][C:17]=3[O:21][CH3:22])[CH2:12]2)=[O:10])=[CH:4][CH:3]=1.[NH:30]1[CH2:35][CH2:34][CH2:33][CH2:32][CH2:31]1.CC(C)([O-])C.[Na+]. (5) Given the product [S:16]([N:26]1[C:30]2=[N:31][CH:32]=[C:33]([CH2:35][NH:36][C:9](=[O:10])[O:11][C:12]([CH3:13])([CH3:14])[CH3:15])[N:34]=[C:29]2[CH:28]=[CH:27]1)([C:19]1[CH:20]=[CH:21][C:22]([CH3:23])=[CH:24][CH:25]=1)(=[O:17])=[O:18], predict the reactants needed to synthesize it. The reactants are: [CH3:13][C:12]([O:11][C:9](O[C:9]([O:11][C:12]([CH3:15])([CH3:14])[CH3:13])=[O:10])=[O:10])([CH3:15])[CH3:14].[S:16]([N:26]1[C:30]2=[N:31][CH:32]=[C:33]([CH2:35][NH2:36])[N:34]=[C:29]2[CH:28]=[CH:27]1)([C:19]1[CH:25]=[CH:24][C:22]([CH3:23])=[CH:21][CH:20]=1)(=[O:18])=[O:17].Cl. (6) The reactants are: [Br:1][C:2]1[C:10]2[C:9](=[O:11])[NH:8][CH:7]=[N:6][C:5]=2[S:4][CH:3]=1.[H-].[Na+].[CH3:14]I.[Cl-].[NH4+]. Given the product [Br:1][C:2]1[C:10]2[C:9](=[O:11])[N:8]([CH3:14])[CH:7]=[N:6][C:5]=2[S:4][CH:3]=1, predict the reactants needed to synthesize it. (7) Given the product [C:21]([C:2]1[CH:3]=[C:4]([CH:8]2[C:15]3[CH:14]=[C:13]([C:16]([O:18][CH3:19])=[O:17])[NH:12][C:11]=3[CH2:10][CH2:9]2)[CH:5]=[CH:6][CH:7]=1)#[N:23], predict the reactants needed to synthesize it. The reactants are: Br[C:2]1[CH:3]=[C:4]([CH:8]2[C:15]3[CH:14]=[C:13]([C:16]([O:18][CH3:19])=[O:17])[NH:12][C:11]=3[CH2:10][CH2:9]2)[CH:5]=[CH:6][CH:7]=1.C[C:21]([N:23](C)C)=O.